The task is: Predict the reaction yield, written as a fraction of the theoretical maximum amount of product (1.0 means a 100% yield; for example, 0.34 means a 34% yield).. This data is from Reaction yield outcomes from USPTO patents with 853,638 reactions. The yield is 0.773. The reactants are C[O:2][C:3](=[O:27])[CH2:4][C:5]1[S:9][C:8]([NH:10][C:11](=[O:20])[C:12]2[CH:17]=[C:16]([Br:18])[CH:15]=[CH:14][C:13]=2[OH:19])=[N:7][C:6]=1[C:21]1[CH:26]=[CH:25][CH:24]=[CH:23][CH:22]=1.[OH-].[Na+].Cl. The product is [Br:18][C:16]1[CH:15]=[CH:14][C:13]([OH:19])=[C:12]([CH:17]=1)[C:11]([NH:10][C:8]1[S:9][C:5]([CH2:4][C:3]([OH:27])=[O:2])=[C:6]([C:21]2[CH:26]=[CH:25][CH:24]=[CH:23][CH:22]=2)[N:7]=1)=[O:20]. The catalyst is CO.